From a dataset of Forward reaction prediction with 1.9M reactions from USPTO patents (1976-2016). Predict the product of the given reaction. (1) Given the reactants [CH3:1][O:2][CH2:3][CH2:4][O:5][C:6]1[CH:11]=[C:10]([N+:12]([O-])=O)[CH:9]=[CH:8][C:7]=1[N:15]1[CH2:20][CH2:19][N:18]([CH3:21])[CH2:17][CH2:16]1.C(O[CH:25]=[C:26]([C:32]([O:34][CH2:35][CH3:36])=[O:33])[C:27]([O:29][CH2:30][CH3:31])=[O:28])C, predict the reaction product. The product is: [CH3:1][O:2][CH2:3][CH2:4][O:5][C:6]1[CH:11]=[C:10]([NH:12][CH:25]=[C:26]([C:27]([O:29][CH2:30][CH3:31])=[O:28])[C:32]([O:34][CH2:35][CH3:36])=[O:33])[CH:9]=[CH:8][C:7]=1[N:15]1[CH2:20][CH2:19][N:18]([CH3:21])[CH2:17][CH2:16]1. (2) The product is: [CH3:7][C:4]1[CH:3]=[C:2]([CH3:1])[N:6]([CH:16]([C:17]([O:19][CH2:20][CH3:21])=[O:18])[C:22]([O:24][CH2:25][CH3:26])=[O:23])[N:5]=1. Given the reactants [CH3:1][C:2]1[NH:6][N:5]=[C:4]([CH3:7])[CH:3]=1.C(N(CC)CC)C.Br[CH:16]([C:22]([O:24][CH2:25][CH3:26])=[O:23])[C:17]([O:19][CH2:20][CH3:21])=[O:18], predict the reaction product.